Predict the product of the given reaction. From a dataset of Forward reaction prediction with 1.9M reactions from USPTO patents (1976-2016). (1) Given the reactants [OH:1][C:2]1[CH:11]=[C:10]2[C:5]([C:6]3[CH2:16][CH2:15][CH:14]([CH2:17][CH2:18][CH3:19])[CH2:13][C:7]=3[C:8](=[O:12])[O:9]2)=[CH:4][CH:3]=1.C(N(CC)CC)C.[F:27][C:28]([F:41])([F:40])[S:29](O[S:29]([C:28]([F:41])([F:40])[F:27])(=[O:31])=[O:30])(=[O:31])=[O:30], predict the reaction product. The product is: [F:27][C:28]([F:41])([F:40])[S:29]([O:1][C:2]1[CH:11]=[C:10]2[C:5]([C:6]3[CH2:16][CH2:15][CH:14]([CH2:17][CH2:18][CH3:19])[CH2:13][C:7]=3[C:8](=[O:12])[O:9]2)=[CH:4][CH:3]=1)(=[O:31])=[O:30]. (2) Given the reactants COC[C@@H]1CN(C(OC(C)(C)C)=O)[C@H](C(OCC(C2C=CC3C4C=C5CCC(Br)C(=O)C5=CC=4OCC=3C=2)=O)=O)C1.[CH3:42][O:43][C:44]([NH:46][C@H:47]([C:51]([N:53]1[C@@H:57](C)[CH2:56][CH2:55][C@H:54]1[C:59]1[NH:63][C:62]2[C:64]3[C:69]([CH2:70][CH2:71][C:61]=2[N:60]=1)=[CH:68][C:67]1[C:72]2[C:77]([CH2:78][O:79][C:66]=1[CH:65]=3)=[CH:76][C:75]([C:80]1[NH:84][C:83]([C@@H:85]3[CH2:89][C@H:88]([CH2:90][O:91][CH3:92])[CH2:87][N:86]3[C:93]([O:95][C:96]([CH3:99])([CH3:98])[CH3:97])=[O:94])=[N:82][CH:81]=1)=[CH:74][CH:73]=2)=[O:52])[CH:48]([CH3:50])[CH3:49])=[O:45].COC(N[C@@H](C(C)C)C(N1[C@@H](C)CC[C@H]1C(O)=O)=O)=O, predict the reaction product. The product is: [CH3:42][O:43][C:44]([NH:46][C@H:47]([C:51]([N:53]1[CH2:57][CH2:56][CH2:55][C@H:54]1[C:59]1[NH:63][C:62]2[C:64]3[C:69]([CH2:70][CH2:71][C:61]=2[N:60]=1)=[CH:68][C:67]1[C:72]2[C:77]([CH2:78][O:79][C:66]=1[CH:65]=3)=[CH:76][C:75]([C:80]1[NH:84][C:83]([C@@H:85]3[CH2:89][C@H:88]([CH2:90][O:91][CH3:92])[CH2:87][N:86]3[C:93]([O:95][C:96]([CH3:98])([CH3:97])[CH3:99])=[O:94])=[N:82][CH:81]=1)=[CH:74][CH:73]=2)=[O:52])[CH:48]([CH3:50])[CH3:49])=[O:45]. (3) Given the reactants [Cl:1][C:2]1[CH:7]=[CH:6][C:5]([C:8]2[N:12]([C:13]3[CH:18]=[CH:17][C:16]([Cl:19])=[CH:15][C:14]=3[Cl:20])[N:11]=[C:10]([C:21](Cl)=[O:22])[C:9]=2[CH3:24])=[CH:4][CH:3]=1.CN[O:27][CH3:28].[N:29]1[CH:34]=CC=CC=1.O, predict the reaction product. The product is: [CH3:28][O:27][CH2:34][NH:29][C:21]([C:10]1[C:9]([CH3:24])=[C:8]([C:5]2[CH:6]=[CH:7][C:2]([Cl:1])=[CH:3][CH:4]=2)[N:12]([C:13]2[CH:18]=[CH:17][C:16]([Cl:19])=[CH:15][C:14]=2[Cl:20])[N:11]=1)=[O:22]. (4) Given the reactants F[C:2]1[CH:3]=[C:4]2[C:9](=[CH:10][CH:11]=1)[C:8](=[O:12])[CH2:7][CH2:6][CH2:5]2.[F:13][C:14]1[CH:15]=[C:16]([SH:20])[CH:17]=[CH:18][CH:19]=1.C(N(CC)CC)C.CCCCCCC, predict the reaction product. The product is: [F:13][C:14]1[CH:15]=[C:16]([S:20][C:2]2[CH:3]=[C:4]3[C:9](=[CH:10][CH:11]=2)[C:8](=[O:12])[CH2:7][CH2:6][CH2:5]3)[CH:17]=[CH:18][CH:19]=1. (5) Given the reactants [CH:1]1([CH:7]([N:20]2[C:24]3[CH:25]=[C:26]([F:30])[C:27]([F:29])=[CH:28][C:23]=3[N:22]=[C:21]2[C:31]2[C:32]([O:39][CH3:40])=[N:33][C:34]([O:37][CH3:38])=[CH:35][CH:36]=2)[CH2:8][O:9][C:10]2[C:17]([CH3:18])=[CH:16][C:13]([C:14]#[N:15])=[CH:12][C:11]=2[CH3:19])[CH2:6][CH2:5][CH2:4][CH2:3][CH2:2]1.Cl.C(N(CC)CC)C.[N-:49]=[N+:50]=[N-:51].[Na+].Cl, predict the reaction product. The product is: [CH:1]1([CH:7]([N:20]2[C:24]3[CH:25]=[C:26]([F:30])[C:27]([F:29])=[CH:28][C:23]=3[N:22]=[C:21]2[C:31]2[C:32]([O:39][CH3:40])=[N:33][C:34]([O:37][CH3:38])=[CH:35][CH:36]=2)[CH2:8][O:9][C:10]2[C:11]([CH3:19])=[CH:12][C:13]([C:14]3[NH:51][N:50]=[N:49][N:15]=3)=[CH:16][C:17]=2[CH3:18])[CH2:6][CH2:5][CH2:4][CH2:3][CH2:2]1. (6) Given the reactants C(OC([NH:8][CH2:9][C:10]([NH:12][C:13]1[CH:18]=[CH:17][C:16]([NH:19]/[C:20](=[C:27]2\[C:28](=[O:36])[NH:29][C:30]3[C:35]\2=[CH:34][CH:33]=[CH:32][CH:31]=3)/[C:21]2[CH:26]=[CH:25][CH:24]=[CH:23][CH:22]=2)=[CH:15][CH:14]=1)=[O:11])=O)(C)(C)C.C(OCC)(=O)C.[ClH:43], predict the reaction product. The product is: [ClH:43].[NH2:8][CH2:9][C:10]([NH:12][C:13]1[CH:14]=[CH:15][C:16]([NH:19]/[C:20](=[C:27]2\[C:28](=[O:36])[NH:29][C:30]3[C:35]\2=[CH:34][CH:33]=[CH:32][CH:31]=3)/[C:21]2[CH:26]=[CH:25][CH:24]=[CH:23][CH:22]=2)=[CH:17][CH:18]=1)=[O:11]. (7) Given the reactants [CH2:1]([O:3][C:4](=[O:35])[CH2:5][C@H:6]([NH:23][C:24](=[O:34])[CH2:25][CH2:26][C:27]([O:29]C(C)(C)C)=[O:28])[CH2:7][C:8]1[CH:13]=[CH:12][C:11]([C:14]2[CH:19]=[C:18]([F:20])[CH:17]=[CH:16][C:15]=2[O:21][CH3:22])=[CH:10][CH:9]=1)[CH3:2].O1CCOCC1, predict the reaction product. The product is: [CH2:1]([O:3][C:4](=[O:35])[CH2:5][C@H:6]([NH:23][C:24](=[O:34])[CH2:25][CH2:26][C:27]([OH:29])=[O:28])[CH2:7][C:8]1[CH:13]=[CH:12][C:11]([C:14]2[CH:19]=[C:18]([F:20])[CH:17]=[CH:16][C:15]=2[O:21][CH3:22])=[CH:10][CH:9]=1)[CH3:2]. (8) Given the reactants [N+:1]([C:4]1[NH:8][N:7]=[C:6]([NH:9][C:10](=[O:16])[O:11][C:12]([CH3:15])([CH3:14])[CH3:13])[CH:5]=1)([O-])=O, predict the reaction product. The product is: [NH2:1][C:4]1[NH:8][N:7]=[C:6]([NH:9][C:10](=[O:16])[O:11][C:12]([CH3:14])([CH3:13])[CH3:15])[CH:5]=1. (9) Given the reactants [F:1][C:2]([F:20])([F:19])[S:3]([O:6][C:7]1[CH:8]=[C:9]2[C:14](=[CH:15][CH:16]=1)[C:13]([CH3:18])([CH3:17])[O:12][CH2:11][CH2:10]2)(=[O:5])=[O:4].C([O:25]O)(C)(C)C, predict the reaction product. The product is: [F:20][C:2]([F:1])([F:19])[S:3]([O:6][C:7]1[CH:8]=[C:9]2[C:14](=[CH:15][CH:16]=1)[C:13]([CH3:18])([CH3:17])[O:12][CH2:11][C:10]2=[O:25])(=[O:5])=[O:4].